From a dataset of Forward reaction prediction with 1.9M reactions from USPTO patents (1976-2016). Predict the product of the given reaction. (1) Given the reactants [CH3:1][C:2]1[C:3]([CH2:9][N:10]([C@H:16]([C:18]2[CH:23]=[CH:22][CH:21]=[CH:20][N:19]=2)[CH3:17])[CH2:11][CH2:12][CH2:13][CH2:14][NH2:15])=[N:4][CH:5]=[C:6]([CH3:8])[CH:7]=1.[OH:24][C:25]1[CH:33]=[CH:32][C:28]([C:29](O)=[O:30])=[CH:27][N:26]=1.CCN=C=NCCCN(C)C.C1C=CC2N(O)N=NC=2C=1.CCN(C(C)C)C(C)C, predict the reaction product. The product is: [CH3:1][C:2]1[C:3]([CH2:9][N:10]([C@H:16]([C:18]2[CH:23]=[CH:22][CH:21]=[CH:20][N:19]=2)[CH3:17])[CH2:11][CH2:12][CH2:13][CH2:14][NH:15][C:29](=[O:30])[C:28]2[CH:32]=[CH:33][C:25]([OH:24])=[N:26][CH:27]=2)=[N:4][CH:5]=[C:6]([CH3:8])[CH:7]=1. (2) Given the reactants [Cl:1][C:2]1[C:11]2[C:6](=[CH:7][C:8]([OH:14])=[C:9]([O:12][CH3:13])[CH:10]=2)[N:5]=[N:4][CH:3]=1.C1(P(C2C=CC=CC=2)C2C=CC=CC=2)C=CC=CC=1.[N:34]1([CH2:39][CH2:40][CH2:41]O)[CH2:38][CH2:37][CH2:36][CH2:35]1.N(C(OCC)=O)=NC(OCC)=O, predict the reaction product. The product is: [Cl:1][C:2]1[C:11]2[C:6](=[CH:7][C:8]([O:14][CH2:41][CH2:40][CH2:39][N:34]3[CH2:38][CH2:37][CH2:36][CH2:35]3)=[C:9]([O:12][CH3:13])[CH:10]=2)[N:5]=[N:4][CH:3]=1.